From a dataset of Full USPTO retrosynthesis dataset with 1.9M reactions from patents (1976-2016). Predict the reactants needed to synthesize the given product. (1) Given the product [F:1][C:2]([C:3]1[CH:4]=[C:5]([NH2:6])[O:10][N:17]=1)([CH3:9])[CH3:8], predict the reactants needed to synthesize it. The reactants are: [F:1][C:2]([CH3:9])([CH3:8])[C:3](=O)[CH2:4][C:5]#[N:6].[OH-:10].[Na+].S(O)(O)(=O)=O.[NH2:17]O. (2) Given the product [CH3:34][C:33](=[CH2:35])[C:32]([O:30][CH2:29][CH2:28][C:27]([O:26][C:23]1[CH:24]=[CH:25][C:20]([C:4]2[CH:3]=[C:2]([O:1][C:32](=[O:37])[C:33]([CH3:35])=[CH2:34])[CH:7]=[C:6]([C:8]3[CH:9]=[CH:10][C:11]([O:14][C:15](=[O:19])[CH2:16][CH2:17][O:18][C:32](=[O:37])[C:33]([CH3:35])=[CH2:34])=[CH:12][CH:13]=3)[CH:5]=2)=[CH:21][CH:22]=1)=[O:31])=[O:37], predict the reactants needed to synthesize it. The reactants are: [OH:1][C:2]1[CH:3]=[C:4]([C:20]2[CH:25]=[CH:24][C:23]([O:26][C:27](=[O:31])[CH2:28][CH2:29][OH:30])=[CH:22][CH:21]=2)[CH:5]=[C:6]([C:8]2[CH:13]=[CH:12][C:11]([O:14][C:15](=[O:19])[CH2:16][CH2:17][OH:18])=[CH:10][CH:9]=2)[CH:7]=1.[C:32]([OH:37])(=O)[C:33]([CH3:35])=[CH2:34].